Predict the reaction yield, written as a fraction of the theoretical maximum amount of product (1.0 means a 100% yield; for example, 0.34 means a 34% yield). From a dataset of Reaction yield outcomes from USPTO patents with 853,638 reactions. (1) The reactants are [C:1]([O:5][C:6]([N:8]1[CH2:14][CH2:13][CH:12]2[CH:10]([O:11]2)[CH2:9]1)=[O:7])([CH3:4])([CH3:3])[CH3:2].C([O-])([O-])=O.[K+].[K+].[Cl:21][C:22]1[CH:43]=[CH:42][C:25]([CH2:26][N:27]([CH2:38][CH:39]([CH3:41])[CH3:40])[S:28]([C:31]2[CH:36]=[CH:35][C:34]([OH:37])=[CH:33][CH:32]=2)(=[O:30])=[O:29])=[CH:24][CH:23]=1. The catalyst is CCO. The product is [C:1]([O:5][C:6]([N:8]1[CH2:14][CH2:13][C@@H:12]([O:37][C:34]2[CH:35]=[CH:36][C:31]([S:28](=[O:29])(=[O:30])[N:27]([CH2:26][C:25]3[CH:42]=[CH:43][C:22]([Cl:21])=[CH:23][CH:24]=3)[CH2:38][CH:39]([CH3:41])[CH3:40])=[CH:32][CH:33]=2)[C@H:10]([OH:11])[CH2:9]1)=[O:7])([CH3:4])([CH3:2])[CH3:3]. The yield is 0.260. (2) The reactants are [BH4-].[Na+].[CH2:3]1[O:13][C:7]2([CH2:12][CH2:11][CH2:10][CH2:9][CH2:8]2)[O:6][CH2:5][CH2:4]1.Cl. The catalyst is O1CCCC1.[Cl-].[Zr+4].[Cl-].[Cl-].[Cl-]. The product is [CH:7]1([O:6][CH2:5][CH2:4][CH2:3][OH:13])[CH2:12][CH2:11][CH2:10][CH2:9][CH2:8]1. The yield is 0.780. (3) The reactants are [OH-].[K+].[CH2:3]([O:6][C:7]1[CH:16]=[C:15]([O:17][CH2:18][CH:19]=[CH2:20])[C:14]([CH:21]([CH3:23])[CH3:22])=[CH:13][C:8]=1[C:9]([O:11]C)=[O:10])[CH:4]=[CH2:5]. The catalyst is CO.O. The product is [CH2:3]([O:6][C:7]1[CH:16]=[C:15]([O:17][CH2:18][CH:19]=[CH2:20])[C:14]([CH:21]([CH3:23])[CH3:22])=[CH:13][C:8]=1[C:9]([OH:11])=[O:10])[CH:4]=[CH2:5]. The yield is 0.980. (4) The reactants are [H-].COCCO[Al+]OCCOC.[Na+].[H-].[CH2:15]([C:17]([C:35]1[CH:40]=[CH:39][C:38]([OH:41])=[C:37]([CH3:42])[CH:36]=1)([C:20]1[CH:25]=[CH:24][C:23]([C:26]#[C:27][C:28]2([OH:33])[CH2:32][CH2:31][CH2:30][CH2:29]2)=[C:22]([CH3:34])[CH:21]=1)[CH2:18][CH3:19])[CH3:16]. The catalyst is O1CCCC1.C(OCC)(=O)C.[Cl-].[Na+].O. The product is [CH2:15]([C:17]([C:35]1[CH:40]=[CH:39][C:38]([OH:41])=[C:37]([CH3:42])[CH:36]=1)([C:20]1[CH:25]=[CH:24][C:23](/[CH:26]=[CH:27]/[C:28]2([OH:33])[CH2:32][CH2:31][CH2:30][CH2:29]2)=[C:22]([CH3:34])[CH:21]=1)[CH2:18][CH3:19])[CH3:16]. The yield is 0.920. (5) The reactants are [N:1]12[CH2:8][CH2:7][C:4]([C:9]([C:17]3[CH:22]=[CH:21][CH:20]=[CH:19][CH:18]=3)([C:11]3[CH:16]=[CH:15][CH:14]=[CH:13][CH:12]=3)[OH:10])([CH2:5][CH2:6]1)[CH2:3][CH2:2]2.[Br:23][CH2:24][CH2:25][CH2:26]Br. The catalyst is CC#N. The product is [Br-:23].[Br:23][CH2:24][CH2:25][CH2:26][N+:1]12[CH2:6][CH2:5][C:4]([C:9]([OH:10])([C:17]3[CH:22]=[CH:21][CH:20]=[CH:19][CH:18]=3)[C:11]3[CH:12]=[CH:13][CH:14]=[CH:15][CH:16]=3)([CH2:3][CH2:2]1)[CH2:7][CH2:8]2. The yield is 0.431.